Dataset: Catalyst prediction with 721,799 reactions and 888 catalyst types from USPTO. Task: Predict which catalyst facilitates the given reaction. (1) Reactant: C([O:3][C:4](=O)[CH2:5][C:6]1[CH:11]=[CH:10][C:9]([S:12][CH3:13])=[C:8]([F:14])[CH:7]=1)C.[H-].[H-].[H-].[H-].[Li+].[Al+3]. Product: [F:14][C:8]1[CH:7]=[C:6]([CH2:5][CH2:4][OH:3])[CH:11]=[CH:10][C:9]=1[S:12][CH3:13]. The catalyst class is: 1. (2) Reactant: [C:1]1([S:7][C:8]2[CH:13]=[CH:12][C:11]([OH:14])=[CH:10][CH:9]=2)[CH:6]=[CH:5][CH:4]=[CH:3][CH:2]=1.Br[CH2:16][CH2:17][CH2:18][CH2:19][CH2:20][CH3:21].C(=O)([O-])[O-].[K+].[K+].CN(C=O)C. Product: [C:1]1([S:7][C:8]2[CH:13]=[CH:12][C:11]([O:14][CH2:16][CH2:17][CH2:18][CH2:19][CH2:20][CH3:21])=[CH:10][CH:9]=2)[CH:2]=[CH:3][CH:4]=[CH:5][CH:6]=1. The catalyst class is: 93. (3) Reactant: [CH2:1](Br)[C:2]1[CH:7]=[CH:6][CH:5]=[CH:4][CH:3]=1.[C:9]1([C:15]2[NH:19][N:18]=[C:17]([C:20]([O:22][CH2:23][CH3:24])=[O:21])[CH:16]=2)[CH:14]=[CH:13][CH:12]=[CH:11][CH:10]=1.C(=O)([O-])[O-].[K+].[K+]. Product: [CH2:1]([N:19]1[C:15]([C:9]2[CH:14]=[CH:13][CH:12]=[CH:11][CH:10]=2)=[CH:16][C:17]([C:20]([O:22][CH2:23][CH3:24])=[O:21])=[N:18]1)[C:2]1[CH:7]=[CH:6][CH:5]=[CH:4][CH:3]=1. The catalyst class is: 18. (4) Reactant: [CH2:1]([O:5][C:6]([N:8]1[CH2:13][CH2:12][N:11]([C:14](=[O:44])[C@@H:15]([NH:25][C:26]([C:28]2[CH:32]=[C:31]([O:33][CH2:34][C:35](O)=[O:36])[N:30]([C:38]3[CH:43]=[CH:42][CH:41]=[CH:40][CH:39]=3)[N:29]=2)=[O:27])[CH2:16][CH2:17][C:18]([O:20][C:21]([CH3:24])([CH3:23])[CH3:22])=[O:19])[CH2:10][CH2:9]1)=[O:7])[CH2:2][CH2:3][CH3:4].C1C=CC2N(O)N=NC=2C=1.CCN(C(C)C)C(C)C.Cl.[CH2:65]([O:72][C:73](=[O:79])[C@@H:74]1[CH2:78][CH2:77][CH2:76][NH:75]1)[C:66]1[CH:71]=[CH:70][CH:69]=[CH:68][CH:67]=1. Product: [CH2:1]([O:5][C:6]([N:8]1[CH2:13][CH2:12][N:11]([C:14](=[O:44])[C@@H:15]([NH:25][C:26]([C:28]2[CH:32]=[C:31]([O:33][CH2:34][C:35]([N:75]3[CH2:76][CH2:77][CH2:78][C@H:74]3[C:73]([O:72][CH2:65][C:66]3[CH:67]=[CH:68][CH:69]=[CH:70][CH:71]=3)=[O:79])=[O:36])[N:30]([C:38]3[CH:43]=[CH:42][CH:41]=[CH:40][CH:39]=3)[N:29]=2)=[O:27])[CH2:16][CH2:17][C:18]([O:20][C:21]([CH3:23])([CH3:24])[CH3:22])=[O:19])[CH2:10][CH2:9]1)=[O:7])[CH2:2][CH2:3][CH3:4]. The catalyst class is: 607.